Dataset: CYP2C19 inhibition data for predicting drug metabolism from PubChem BioAssay. Task: Regression/Classification. Given a drug SMILES string, predict its absorption, distribution, metabolism, or excretion properties. Task type varies by dataset: regression for continuous measurements (e.g., permeability, clearance, half-life) or binary classification for categorical outcomes (e.g., BBB penetration, CYP inhibition). Dataset: cyp2c19_veith. The drug is CCOC(=O)c1ccc(-c2ccc(CO)o2)cc1. The result is 1 (inhibitor).